This data is from Catalyst prediction with 721,799 reactions and 888 catalyst types from USPTO. The task is: Predict which catalyst facilitates the given reaction. Reactant: [Cl:1][C:2]1[CH:3]=[CH:4][C:5]([O:16][CH2:17][CH:18]([CH3:20])[CH3:19])=[C:6]([CH2:8][N:9]2[C:13]([CH3:14])=[CH:12][C:11]([NH2:15])=[N:10]2)[CH:7]=1.C(N(CC)CC)C.[CH3:28][CH:29]([CH3:34])[CH2:30][C:31](Cl)=[O:32]. Product: [Cl:1][C:2]1[CH:3]=[CH:4][C:5]([O:16][CH2:17][CH:18]([CH3:20])[CH3:19])=[C:6]([CH2:8][N:9]2[C:13]([CH3:14])=[CH:12][C:11]([NH:15][C:31](=[O:32])[CH2:30][CH:29]([CH3:34])[CH3:28])=[N:10]2)[CH:7]=1. The catalyst class is: 4.